Predict the product of the given reaction. From a dataset of Forward reaction prediction with 1.9M reactions from USPTO patents (1976-2016). (1) Given the reactants [OH:1][CH:2]1[CH2:7][CH2:6][N:5]([C:8]([N:10]2[CH2:15][CH:14]([C:16]3[CH:21]=[CH:20][C:19]([O:22][C:23]([F:26])([F:25])[F:24])=[CH:18][CH:17]=3)[CH2:13][CH:12]([C:27](O)=[O:28])[CH2:11]2)=[O:9])[CH2:4][CH2:3]1.O[N:31]=[C:32]([NH2:37])[C:33]([CH3:36])([CH3:35])[CH3:34], predict the reaction product. The product is: [C:33]([C:32]1[N:37]=[C:27]([CH:12]2[CH2:13][CH:14]([C:16]3[CH:21]=[CH:20][C:19]([O:22][C:23]([F:26])([F:25])[F:24])=[CH:18][CH:17]=3)[CH2:15][N:10]([C:8]([N:5]3[CH2:6][CH2:7][CH:2]([OH:1])[CH2:3][CH2:4]3)=[O:9])[CH2:11]2)[O:28][N:31]=1)([CH3:36])([CH3:35])[CH3:34]. (2) Given the reactants [Cl:1][C:2]1[N:10]=[C:9]([Cl:11])[C:8]([F:12])=[CH:7][C:3]=1[C:4]([NH2:6])=[O:5].[C:13](Cl)(=[O:17])C(Cl)=O.[CH:19]1([NH2:22])[CH2:21][CH2:20]1, predict the reaction product. The product is: [CH:19]1([NH:22][C:13]([NH:6][C:4]([C:3]2[C:2]([Cl:1])=[N:10][C:9]([Cl:11])=[C:8]([F:12])[CH:7]=2)=[O:5])=[O:17])[CH2:21][CH2:20]1. (3) Given the reactants [F:1][C:2]([F:7])([F:6])[C:3]([OH:5])=[O:4].[CH3:8][O:9][C:10]1[CH:11]=[C:12]2[C:16](=[CH:17][CH:18]=1)[NH:15][C:14](=[O:19])[C@:13]12[CH2:21][C@H:20]1[C:22]1[CH:30]=[C:29]2[C:25]([C:26]([C:31]3[CH:36]=[CH:35][C:34]([N:37]4[CH2:42][CH2:41][NH:40][CH2:39][CH2:38]4)=[CH:33][CH:32]=3)=[N:27][NH:28]2)=[CH:24][CH:23]=1.[CH:43](=O)[CH3:44], predict the reaction product. The product is: [F:1][C:2]([F:7])([F:6])[C:3]([OH:5])=[O:4].[CH2:43]([N:40]1[CH2:41][CH2:42][N:37]([C:34]2[CH:33]=[CH:32][C:31]([C:26]3[C:25]4[C:29](=[CH:30][C:22]([C@H:20]5[C@@:13]6([C:12]7[C:16](=[CH:17][CH:18]=[C:10]([O:9][CH3:8])[CH:11]=7)[NH:15][C:14]6=[O:19])[CH2:21]5)=[CH:23][CH:24]=4)[NH:28][N:27]=3)=[CH:36][CH:35]=2)[CH2:38][CH2:39]1)[CH3:44]. (4) Given the reactants [NH2:1][C:2]1[C:3]2[C:10]([C:11]3[CH:16]=[CH:15][CH:14]=[C:13]([O:17][CH2:18][C:19]45[O:25][CH:22]([CH2:23][CH2:24]4)[CH2:21][CH2:20]5)[CH:12]=3)=[CH:9][N:8]([CH:26]3[CH2:29][C:28]([CH2:31]OS(C4C=CC(C)=CC=4)(=O)=O)([OH:30])[CH2:27]3)[C:4]=2[N:5]=[CH:6][N:7]=1.[OH:43][CH:44]1[CH2:49][CH2:48][NH:47][CH2:46][CH2:45]1.C(N(CC)CC)C, predict the reaction product. The product is: [NH2:1][C:2]1[C:3]2[C:10]([C:11]3[CH:16]=[CH:15][CH:14]=[C:13]([O:17][CH2:18][C:19]45[O:25][CH:22]([CH2:23][CH2:24]4)[CH2:21][CH2:20]5)[CH:12]=3)=[CH:9][N:8]([CH:26]3[CH2:27][C:28]([CH2:31][N:47]4[CH2:48][CH2:49][CH:44]([OH:43])[CH2:45][CH2:46]4)([OH:30])[CH2:29]3)[C:4]=2[N:5]=[CH:6][N:7]=1. (5) The product is: [CH3:24][O:25][C:26]([C:20]1[CH:21]=[C:16](/[CH:15]=[CH:14]/[C:13]([NH:12][CH2:11][CH2:10][N:1]2[CH:5]=[CH:4][N:3]=[CH:2]2)=[O:23])[CH:17]=[CH:18][CH:19]=1)=[O:27]. Given the reactants [N:1]1([CH2:10][CH2:11][NH:12][C:13](=[O:23])/[CH:14]=[CH:15]/[C:16]2[CH:21]=[CH:20][CH:19]=[CH:18][C:17]=2F)[C:5]2C=CC=C[C:4]=2[N:3]=[CH:2]1.[CH3:24][O:25][C:26](C1C=C(/C=C/C(O)=O)C=CC=1)=[O:27].NCCN1C=CN=C1.CCN=C=NCCCN(C)C.Cl, predict the reaction product.